This data is from Forward reaction prediction with 1.9M reactions from USPTO patents (1976-2016). The task is: Predict the product of the given reaction. (1) Given the reactants FC(F)(F)S(O[C:7]1[CH2:8][N:9]([S:19]([C:22]2[CH:27]=[CH:26][C:25]([N+:28]([O-:30])=[O:29])=[CH:24][CH:23]=2)(=[O:21])=[O:20])[CH2:10][CH:11]([C:13]2[CH:18]=[CH:17][CH:16]=[CH:15][CH:14]=2)[CH:12]=1)(=O)=O.[F:33][C:34]1[CH:39]=[CH:38][C:37]([F:40])=[CH:36][C:35]=1B(O)O.C([O-])([O-])=O.[Na+].[Na+], predict the reaction product. The product is: [F:33][C:34]1[CH:39]=[CH:38][C:37]([F:40])=[CH:36][C:35]=1[C:7]1[CH2:8][N:9]([S:19]([C:22]2[CH:23]=[CH:24][C:25]([N+:28]([O-:30])=[O:29])=[CH:26][CH:27]=2)(=[O:20])=[O:21])[CH2:10][CH:11]([C:13]2[CH:18]=[CH:17][CH:16]=[CH:15][CH:14]=2)[CH:12]=1. (2) Given the reactants [CH:1]1([N:7]2[CH:11]=[C:10]([C:12]3[CH:13]=[C:14]([NH:19][C:20]4[N:25]=[C:24]([CH:26]([F:28])[F:27])[CH:23]=[CH:22][N:21]=4)[CH:15]=[C:16]([CH3:18])[CH:17]=3)[N:9]=[N:8]2)CCCC=[CH:2]1.C[N+]1([O-])CC[O:33]CC1.[CH2:37]1[CH2:41][O:40][CH2:39][CH2:38]1, predict the reaction product. The product is: [F:27][CH:26]([F:28])[C:24]1[CH:23]=[CH:22][N:21]=[C:20]([NH:19][C:14]2[CH:13]=[C:12]([C:10]3[N:9]=[N:8][N:7]([CH:1]4[CH2:2][CH2:39][CH2:38][CH:37]([OH:33])[CH:41]4[OH:40])[CH:11]=3)[CH:17]=[C:16]([CH3:18])[CH:15]=2)[N:25]=1. (3) Given the reactants [Cl:1][C:2]1[CH:3]=[C:4]2[C:13](=[CH:14][CH:15]=1)[C:12]([CH:16](C(OCC)=O)C(OCC)=O)=[C:11]1[C:6]([CH:7]=[CH:8][C:9]([O:27][CH3:28])=[CH:10]1)=[N:5]2, predict the reaction product. The product is: [Cl:1][C:2]1[CH:3]=[C:4]2[C:13](=[CH:14][CH:15]=1)[C:12]([CH3:16])=[C:11]1[C:6]([CH:7]=[CH:8][C:9]([O:27][CH3:28])=[CH:10]1)=[N:5]2. (4) Given the reactants [CH3:1][C@@:2]12[C@H:11]3[CH2:12][CH:13]=[C:14]4[C@H:19]5[CH2:20][C:21]([CH3:25])([CH3:24])[CH2:22][CH2:23][C@:18]5([C:26]([OH:28])=[O:27])[C@H:17]([OH:29])[CH2:16][C@@:15]4([CH3:30])[C@:10]3([CH3:31])[CH2:9][CH2:8][C@H:7]1[C:6]([CH3:33])([CH3:32])[C@@H:5]([OH:34])[CH2:4][CH2:3]2.CO.[C:37]([O-])(=O)C.[NH4+].[BH3-]C#N.[Na+], predict the reaction product. The product is: [CH3:1][C@@:2]12[C@H:11]3[CH2:12][CH:13]=[C:14]4[C@@H:19]5[CH2:20][C:21]([CH3:24])([CH3:25])[CH2:22][CH2:23][C@:18]5([C:26]([O:28][CH3:37])=[O:27])[C@H:17]([OH:29])[CH2:16][C@@:15]4([CH3:30])[C@:10]3([CH3:31])[CH2:9][CH2:8][C@H:7]1[C:6]([CH3:33])([CH3:32])[C@@H:5]([OH:34])[CH2:4][CH2:3]2. (5) Given the reactants [N+:1]([C:4]1[CH:11]=[C:8]([C:9]#[N:10])[C:7]([NH2:12])=[CH:6][CH:5]=1)([O-:3])=[O:2].[CH3:13][N:14]([CH3:17])[CH:15]=O, predict the reaction product. The product is: [C:9]([C:8]1[CH:11]=[C:4]([N+:1]([O-:3])=[O:2])[CH:5]=[CH:6][C:7]=1[N:12]=[CH:13][N:14]([CH3:17])[CH3:15])#[N:10]. (6) Given the reactants [CH2:1]1[CH:10]2[CH:5]([CH2:6][CH2:7][CH2:8][CH2:9]2)[CH2:4][CH2:3][NH:2]1.C(N(CC)CC)C.[CH3:18][S:19](Cl)=[O:20], predict the reaction product. The product is: [CH3:18][S:19]([N:2]1[CH2:3][CH2:4][CH:5]2[CH:10]([CH2:9][CH2:8][CH2:7][CH2:6]2)[CH2:1]1)=[O:20]. (7) Given the reactants Cl[C:2]1[CH:3]=[C:4]([CH:8]([CH:15]2[CH2:20][CH2:19][O:18][CH2:17][CH2:16]2)[N:9]2[CH:13]=[C:12]([NH2:14])[CH:11]=[N:10]2)[CH:5]=[CH:6][CH:7]=1.[CH3:21][S:22]C1C=C([Mg]Br)C=CC=1, predict the reaction product. The product is: [CH3:21][S:22][C:2]1[CH:3]=[C:4]([CH:8]([CH:15]2[CH2:20][CH2:19][O:18][CH2:17][CH2:16]2)[N:9]2[CH:13]=[C:12]([NH2:14])[CH:11]=[N:10]2)[CH:5]=[CH:6][CH:7]=1.